Dataset: Full USPTO retrosynthesis dataset with 1.9M reactions from patents (1976-2016). Task: Predict the reactants needed to synthesize the given product. (1) Given the product [CH3:1][O:2][C:3]1[CH:8]=[C:7]([O:9][CH3:10])[CH:6]=[CH:5][C:4]=1[C:11]1[C:19]2[O:18][CH:17]([CH2:20][NH:21][C:32](=[O:33])[O:34][CH2:35][C:36]3[CH:41]=[CH:40][CH:39]=[CH:38][CH:37]=3)[CH2:16][C:15]=2[CH:14]=[CH:13][CH:12]=1, predict the reactants needed to synthesize it. The reactants are: [CH3:1][O:2][C:3]1[CH:8]=[C:7]([O:9][CH3:10])[CH:6]=[CH:5][C:4]=1[C:11]1[C:19]2[O:18][CH:17]([CH2:20][NH2:21])[CH2:16][C:15]=2[CH:14]=[CH:13][CH:12]=1.C(N(C(C)C)CC)(C)C.Cl[C:32]([O:34][CH2:35][C:36]1[CH:41]=[CH:40][CH:39]=[CH:38][CH:37]=1)=[O:33]. (2) Given the product [Cl:1][C:2]1[CH:9]=[CH:8][C:5]([CH:17]([O:18][CH3:19])[O:21][CH3:22])=[C:4]([C:10]([F:11])([F:12])[F:13])[CH:3]=1, predict the reactants needed to synthesize it. The reactants are: [Cl:1][C:2]1[CH:9]=[CH:8][C:5](C=O)=[C:4]([C:10]([F:13])([F:12])[F:11])[CH:3]=1.C(O[CH:17]([O:21][CH2:22]C)[O:18][CH2:19]C)C.CO[Na]. (3) The reactants are: C(OC([N:8]1[CH2:12][CH2:11][CH2:10][C@H:9]1[CH2:13][O:14][C:15]1[CH:20]=[CH:19][C:18]([CH2:21][C:22]2[CH:27]=[CH:26][C:25]([N:28]3[CH2:33][CH2:32][O:31][CH2:30][CH2:29]3)=[CH:24][CH:23]=2)=[CH:17][CH:16]=1)=O)(C)(C)C.Cl.CCOCC. Given the product [NH:8]1[CH2:12][CH2:11][CH2:10][C@H:9]1[CH2:13][O:14][C:15]1[CH:16]=[CH:17][C:18]([CH2:21][C:22]2[CH:27]=[CH:26][C:25]([N:28]3[CH2:33][CH2:32][O:31][CH2:30][CH2:29]3)=[CH:24][CH:23]=2)=[CH:19][CH:20]=1, predict the reactants needed to synthesize it. (4) Given the product [Cl:49][C:46]1[CH:47]=[CH:48][C:43]([CH:17]([N:18]2[CH:27]([C:28]3[CH:33]=[CH:32][C:31]([Cl:34])=[CH:30][CH:29]=3)[CH:26]([C:35](=[O:41])[NH:36][CH2:37][CH2:38][O:39][CH3:40])[C:25]3[C:20](=[CH:21][CH:22]=[CH:23][CH:24]=3)[C:19]2=[O:42])[C:16]([OH:50])=[O:15])=[CH:44][CH:45]=1, predict the reactants needed to synthesize it. The reactants are: COC(=O)C(C1C=CC(Cl)=CC=1)N.C[O:15][C:16](=[O:50])[CH:17]([C:43]1[CH:48]=[CH:47][C:46]([Cl:49])=[CH:45][CH:44]=1)[N:18]1[CH:27]([C:28]2[CH:33]=[CH:32][C:31]([Cl:34])=[CH:30][CH:29]=2)[CH:26]([C:35](=[O:41])[NH:36][CH2:37][CH2:38][O:39][CH3:40])[C:25]2[C:20](=[CH:21][CH:22]=[CH:23][CH:24]=2)[C:19]1=[O:42].[OH-].[Li+]. (5) Given the product [CH2:18]([O:25][C:26]1[CH:31]=[CH:30][N:29]([C:2]2[CH:3]=[CH:4][C:5]3[C:6]4[CH2:16][NH:15][CH2:14][CH2:13][CH2:12][C:7]=4[N:8]([CH3:11])[C:9]=3[CH:10]=2)[C:28](=[O:32])[CH:27]=1)[C:19]1[CH:20]=[CH:21][CH:22]=[CH:23][CH:24]=1, predict the reactants needed to synthesize it. The reactants are: Br[C:2]1[CH:3]=[CH:4][C:5]2[C:6]3[C:16](=O)[NH:15][CH2:14][CH2:13][CH2:12][C:7]=3[N:8]([CH3:11])[C:9]=2[CH:10]=1.[CH2:18]([O:25][C:26]1[CH:31]=[CH:30][NH:29][C:28](=[O:32])[CH:27]=1)[C:19]1[CH:24]=[CH:23][CH:22]=[CH:21][CH:20]=1.C([O-])([O-])=O.[Cs+].[Cs+].OC1C=CC=C2C=1N=CC=C2.